Dataset: Full USPTO retrosynthesis dataset with 1.9M reactions from patents (1976-2016). Task: Predict the reactants needed to synthesize the given product. (1) Given the product [N+:28]([C:24]1[CH:25]=[C:26]([N:16]2[N:17]=[CH:18][CH:19]=[N:15]2)[C:21]([OH:20])=[N:22][CH:23]=1)([O-:30])=[O:29], predict the reactants needed to synthesize it. The reactants are: C(=O)([O-])[O-].[Cs+].[Cs+].N1CCC[C@H]1C(O)=O.[NH:15]1[CH:19]=[CH:18][N:17]=[N:16]1.[OH:20][C:21]1[C:26](I)=[CH:25][C:24]([N+:28]([O-:30])=[O:29])=[CH:23][N:22]=1.Cl. (2) Given the product [NH2:1][C:2]1[C:11]2[C:6](=[C:7]([C:21]3[CH:20]=[CH:19][C:28]4[C:23](=[CH:24][CH:25]=[CH:26][CH:27]=4)[CH:22]=3)[CH:8]=[CH:9][CH:10]=2)[N:5]=[N:4][C:3]=1[C:13]([NH:15][CH2:16][CH2:17][CH3:18])=[O:14], predict the reactants needed to synthesize it. The reactants are: [NH2:1][C:2]1[C:11]2[C:6](=[C:7](Br)[CH:8]=[CH:9][CH:10]=2)[N:5]=[N:4][C:3]=1[C:13]([NH:15][CH2:16][CH2:17][CH3:18])=[O:14].[CH:19]1[C:28]2[C:23](=[CH:24][CH:25]=[CH:26][CH:27]=2)[CH:22]=[CH:21][C:20]=1B(O)O. (3) The reactants are: [NH2:1][C:2]1[N:10]=[C:9]([O:11][CH2:12][CH2:13][CH2:14][CH3:15])[N:8]=[C:7]2[C:3]=1[NH:4][C:5](=[O:24])[N:6]2[CH2:16][CH2:17][CH2:18][NH:19][CH2:20][CH2:21][CH2:22][OH:23].[CH:25]([C:27]1[CH:32]=[CH:31][C:30]([CH2:33][C:34]([OH:36])=[O:35])=[CH:29][CH:28]=1)=O.C(O[BH-](OC(=O)C)OC(=O)C)(=O)C.[Na+]. Given the product [NH2:1][C:2]1[N:10]=[C:9]([O:11][CH2:12][CH2:13][CH2:14][CH3:15])[N:8]=[C:7]2[C:3]=1[NH:4][C:5](=[O:24])[N:6]2[CH2:16][CH2:17][CH2:18][N:19]([CH2:25][C:27]1[CH:28]=[CH:29][C:30]([CH2:33][C:34]([OH:36])=[O:35])=[CH:31][CH:32]=1)[CH2:20][CH2:21][CH2:22][OH:23], predict the reactants needed to synthesize it. (4) Given the product [Cl:18][C:12]1[CH:13]=[CH:14][CH:15]=[C:16]([Cl:17])[C:11]=1[C:9]1[S:8][C:7]2[C:2]([NH:20][C:21]3[N:26]=[CH:25][N:24]=[C:23]([CH2:27][OH:28])[CH:22]=3)=[N:3][CH:4]=[CH:5][C:6]=2[N:10]=1, predict the reactants needed to synthesize it. The reactants are: Br[C:2]1[C:7]2[S:8][C:9]([C:11]3[C:16]([Cl:17])=[CH:15][CH:14]=[CH:13][C:12]=3[Cl:18])=[N:10][C:6]=2[CH:5]=[CH:4][N:3]=1.Cl.[NH2:20][C:21]1[N:26]=[CH:25][N:24]=[C:23]([CH2:27][OH:28])[CH:22]=1.CC1(C)C2C(=C(P(C3C=CC=CC=3)C3C=CC=CC=3)C=CC=2)OC2C(P(C3C=CC=CC=3)C3C=CC=CC=3)=CC=CC1=2.C([O-])([O-])=O.[Cs+].[Cs+].